From a dataset of Reaction yield outcomes from USPTO patents with 853,638 reactions. Predict the reaction yield, written as a fraction of the theoretical maximum amount of product (1.0 means a 100% yield; for example, 0.34 means a 34% yield). (1) The reactants are Br[C:2]1[C:7]([F:8])=[CH:6][CH:5]=[CH:4][C:3]=1[NH:9][C:10](=[O:14])[CH2:11][CH2:12][CH3:13].[CH3:15][C:16]([CH3:21])([CH3:20])[C:17]#[C:18]C. The catalyst is CCN(CC)CC.[Cu]I.Cl[Pd](Cl)([P](C1C=CC=CC=1)(C1C=CC=CC=1)C1C=CC=CC=1)[P](C1C=CC=CC=1)(C1C=CC=CC=1)C1C=CC=CC=1. The product is [CH3:15][C:16]([CH3:21])([CH3:20])[C:17]#[C:18][C:2]1[C:7]([F:8])=[CH:6][CH:5]=[CH:4][C:3]=1[NH:9][C:10](=[O:14])[CH2:11][CH2:12][CH3:13]. The yield is 0.550. (2) The product is [O:1]=[C:2]1[N:6]([CH2:7][C:8]([OH:10])=[O:9])[C:5]2[CH:13]=[C:14]([O:17][C:18]([F:21])([F:19])[F:20])[CH:15]=[CH:16][C:4]=2[O:3]1. The reactants are [O:1]=[C:2]1[N:6]([CH2:7][C:8]([O:10]CC)=[O:9])[C:5]2[CH:13]=[C:14]([O:17][C:18]([F:21])([F:20])[F:19])[CH:15]=[CH:16][C:4]=2[O:3]1.[Li+].[OH-].CC#N.O.FC(F)(F)C(O)=O. The yield is 0.470. The catalyst is O1CCCC1.O.